Dataset: Buchwald-Hartwig C-N cross coupling reaction yields with 55,370 reactions. Task: Predict the reaction yield, written as a fraction of the theoretical maximum amount of product (1.0 means a 100% yield; for example, 0.34 means a 34% yield). (1) The product is Cc1ccc(Nc2ccccn2)cc1. The reactants are Brc1ccccn1.Cc1ccc(N)cc1.O=S(=O)(O[Pd]1c2ccccc2-c2ccccc2N~1)C(F)(F)F.CC(C)c1cc(C(C)C)c(-c2ccccc2P(C2CCCCC2)C2CCCCC2)c(C(C)C)c1.CN(C)C(=NC(C)(C)C)N(C)C.c1ccc(-c2ccno2)cc1. No catalyst specified. The yield is 0.485. (2) The reactants are Brc1ccccn1.Cc1ccc(N)cc1.O=S(=O)(O[Pd]1c2ccccc2-c2ccccc2N~1)C(F)(F)F.COc1ccc(OC)c(P([C@]23C[C@H]4C[C@H](C[C@H](C4)C2)C3)[C@]23C[C@H]4C[C@H](C[C@H](C4)C2)C3)c1-c1c(C(C)C)cc(C(C)C)cc1C(C)C.CN(C)C(=NC(C)(C)C)N(C)C.CCOC(=O)c1ccon1. No catalyst specified. The product is Cc1ccc(Nc2ccccn2)cc1. The yield is 0.466. (3) The reactants are FC(F)(F)c1ccc(Cl)cc1.Cc1ccc(N)cc1.O=S(=O)(O[Pd]1c2ccccc2-c2ccccc2N~1)C(F)(F)F.CC(C)c1cc(C(C)C)c(-c2ccccc2P(C2CCCCC2)C2CCCCC2)c(C(C)C)c1.CCN=P(N=P(N(C)C)(N(C)C)N(C)C)(N(C)C)N(C)C.CCOC(=O)c1cc(C)no1. No catalyst specified. The product is Cc1ccc(Nc2ccc(C(F)(F)F)cc2)cc1. The yield is 0.0361. (4) The product is Cc1ccc(Nc2ccc(C(F)(F)F)cc2)cc1. The reactants are FC(F)(F)c1ccc(Cl)cc1.Cc1ccc(N)cc1.O=S(=O)(O[Pd]1c2ccccc2-c2ccccc2N~1)C(F)(F)F.COc1ccc(OC)c(P([C@]23C[C@H]4C[C@H](C[C@H](C4)C2)C3)[C@]23C[C@H]4C[C@H](C[C@H](C4)C2)C3)c1-c1c(C(C)C)cc(C(C)C)cc1C(C)C.CCN=P(N=P(N(C)C)(N(C)C)N(C)C)(N(C)C)N(C)C.c1ccc2oncc2c1. The yield is 0.0862. No catalyst specified. (5) The reactants are Clc1ccccn1.Cc1ccc(N)cc1.O=S(=O)(O[Pd]1c2ccccc2-c2ccccc2N~1)C(F)(F)F.CC(C)c1cc(C(C)C)c(-c2ccccc2P(C(C)(C)C)C(C)(C)C)c(C(C)C)c1.CCN=P(N=P(N(C)C)(N(C)C)N(C)C)(N(C)C)N(C)C.c1ccc2nocc2c1. No catalyst specified. The product is Cc1ccc(Nc2ccccn2)cc1. The yield is 0.195. (6) The product is Cc1ccc(Nc2cccnc2)cc1. The reactants are Clc1cccnc1.Cc1ccc(N)cc1.O=S(=O)(O[Pd]1c2ccccc2-c2ccccc2N~1)C(F)(F)F.COc1ccc(OC)c(P(C(C)(C)C)C(C)(C)C)c1-c1c(C(C)C)cc(C(C)C)cc1C(C)C.CN1CCCN2CCCN=C12.CCOC(=O)c1cnoc1. The yield is 0.289. No catalyst specified. (7) The reactants are CCc1ccc(Cl)cc1.Cc1ccc(N)cc1.O=S(=O)(O[Pd]1c2ccccc2-c2ccccc2N~1)C(F)(F)F.COc1ccc(OC)c(P(C(C)(C)C)C(C)(C)C)c1-c1c(C(C)C)cc(C(C)C)cc1C(C)C.CCN=P(N=P(N(C)C)(N(C)C)N(C)C)(N(C)C)N(C)C.CCOC(=O)c1cc(C)on1. No catalyst specified. The product is CCc1ccc(Nc2ccc(C)cc2)cc1. The yield is 0.00859.